This data is from Forward reaction prediction with 1.9M reactions from USPTO patents (1976-2016). The task is: Predict the product of the given reaction. (1) The product is: [C:1]([O:4][CH2:5][C:6]1[CH:11]=[C:10]([OH:12])[CH:9]=[C:8]([CH3:16])[C:7]=1[C:17]1[CH:22]=[CH:21][CH:20]=[C:19]([CH2:23][OH:24])[CH:18]=1)(=[O:3])[CH3:2]. Given the reactants [C:1]([O:4][CH2:5][C:6]1[CH:11]=[C:10]([O:12]C(=O)C)[CH:9]=[C:8]([CH3:16])[C:7]=1[C:17]1[CH:22]=[CH:21][CH:20]=[C:19]([CH:23]=[O:24])[CH:18]=1)(=[O:3])[CH3:2].O1CCCC1.[BH4-].[Na+].C(O)(=O)CC(CC(O)=O)(C(O)=O)O, predict the reaction product. (2) The product is: [O:14]=[C:11]1[CH2:12][CH2:13][C@H:9]([C:6]2[CH:5]=[CH:4][C:3](=[O:2])[NH:8][CH:7]=2)[CH2:10]1. Given the reactants C[O:2][C:3]1[N:8]=[CH:7][C:6]([C@H:9]2[CH2:13][CH2:12][C:11](=[O:14])[CH2:10]2)=[CH:5][CH:4]=1.[Na+].[I-].Cl[Si](C)(C)C.OS([O-])=O.[Na+], predict the reaction product. (3) Given the reactants C(Cl)CCl.[C:5]([C:8]1[CH:9]=[CH:10][C:11]2[NH:17][CH:16]([CH2:18][C:19]([O:21][CH3:22])=[O:20])[C:15](=[O:23])[N:14]([CH:24]([CH3:26])[CH3:25])[CH2:13][C:12]=2[CH:27]=1)([OH:7])=O.Cl.Cl.[NH2:30][CH2:31][C:32]1[NH:33][C:34]2[CH:40]=[CH:39][CH:38]=[CH:37][C:35]=2[N:36]=1.C1C=CC2N(O)N=NC=2C=1.O.C(N(C(C)C)CC)(C)C, predict the reaction product. The product is: [CH:24]([N:14]1[CH2:13][C:12]2[CH:27]=[C:8]([C:5]([NH:30][CH2:31][C:32]3[NH:36][C:35]4[CH:37]=[CH:38][CH:39]=[CH:40][C:34]=4[N:33]=3)=[O:7])[CH:9]=[CH:10][C:11]=2[NH:17][CH:16]([CH2:18][C:19]([O:21][CH3:22])=[O:20])[C:15]1=[O:23])([CH3:26])[CH3:25].